This data is from Full USPTO retrosynthesis dataset with 1.9M reactions from patents (1976-2016). The task is: Predict the reactants needed to synthesize the given product. (1) The reactants are: Cl[C:2]1[CH:7]=[C:6]([Cl:8])[N:5]=[C:4]([NH2:9])[N:3]=1.[Cl:10][C:11]1[CH:12]=[CH:13][C:14]([O:20][CH3:21])=[C:15](B(O)O)[CH:16]=1.C1(P(C2C=CC=CC=2)C2C=CC=CC=2)C=CC=CC=1.C(=O)([O-])[O-].[Na+].[Na+]. Given the product [Cl:8][C:6]1[CH:7]=[C:2]([C:13]2[CH:12]=[C:11]([Cl:10])[CH:16]=[CH:15][C:14]=2[O:20][CH3:21])[N:3]=[C:4]([NH2:9])[N:5]=1, predict the reactants needed to synthesize it. (2) Given the product [OH:26][CH:25]([C:23]1[N:24]=[C:19]([CH2:18][CH2:17][CH2:16][O:15]/[N:14]=[C:12](/[C:10]2[CH:9]=[CH:8][CH:7]=[C:6]([CH3:5])[N:11]=2)\[CH3:13])[CH:20]=[CH:21][CH:22]=1)[C:1]#[CH:2], predict the reactants needed to synthesize it. The reactants are: [C:1]([Mg]Cl)#[CH:2].[CH3:5][C:6]1[N:11]=[C:10](/[C:12](=[N:14]/[O:15][CH2:16][CH2:17][CH2:18][C:19]2[N:24]=[C:23]([CH:25]=[O:26])[CH:22]=[CH:21][CH:20]=2)/[CH3:13])[CH:9]=[CH:8][CH:7]=1.[Cl-].[NH4+].